This data is from NCI-60 drug combinations with 297,098 pairs across 59 cell lines. The task is: Regression. Given two drug SMILES strings and cell line genomic features, predict the synergy score measuring deviation from expected non-interaction effect. Drug 1: CN1C(=O)N2C=NC(=C2N=N1)C(=O)N. Drug 2: CC1=C(N=C(N=C1N)C(CC(=O)N)NCC(C(=O)N)N)C(=O)NC(C(C2=CN=CN2)OC3C(C(C(C(O3)CO)O)O)OC4C(C(C(C(O4)CO)O)OC(=O)N)O)C(=O)NC(C)C(C(C)C(=O)NC(C(C)O)C(=O)NCCC5=NC(=CS5)C6=NC(=CS6)C(=O)NCCC[S+](C)C)O. Cell line: MDA-MB-435. Synergy scores: CSS=1.21, Synergy_ZIP=-2.20, Synergy_Bliss=-3.97, Synergy_Loewe=-3.20, Synergy_HSA=-2.50.